Dataset: Reaction yield outcomes from USPTO patents with 853,638 reactions. Task: Predict the reaction yield, written as a fraction of the theoretical maximum amount of product (1.0 means a 100% yield; for example, 0.34 means a 34% yield). (1) The catalyst is C(C#N)(C)=O. The product is [CH3:13][O:12][C:9]1[CH:10]=[C:11]2[C:6](=[CH:7][C:8]=1[O:14][CH3:15])[N:5]=[CH:4][N:3]=[C:2]2[NH:26][C:18]1[CH:19]=[CH:20][C:21]([N+:23]([O-:25])=[O:24])=[CH:22][C:17]=1[F:16]. The reactants are Cl[C:2]1[C:11]2[C:6](=[CH:7][C:8]([O:14][CH3:15])=[C:9]([O:12][CH3:13])[CH:10]=2)[N:5]=[CH:4][N:3]=1.[F:16][C:17]1[CH:22]=[C:21]([N+:23]([O-:25])=[O:24])[CH:20]=[CH:19][C:18]=1[NH2:26].Cl. The yield is 0.800. (2) The reactants are [C:1]([NH:20][C:21]1[CH:22]=[C:23]([CH2:27][C:28](O)=[O:29])[CH:24]=[CH:25][CH:26]=1)([C:14]1[CH:19]=[CH:18][CH:17]=[CH:16][CH:15]=1)([C:8]1[CH:13]=[CH:12][CH:11]=[CH:10][CH:9]=1)[C:2]1[CH:7]=[CH:6][CH:5]=[CH:4][CH:3]=1.C(=O)(O)[O-].[Na+]. The catalyst is C1COCC1. The product is [C:1]([NH:20][C:21]1[CH:22]=[C:23]([CH2:27][CH2:28][OH:29])[CH:24]=[CH:25][CH:26]=1)([C:2]1[CH:7]=[CH:6][CH:5]=[CH:4][CH:3]=1)([C:14]1[CH:19]=[CH:18][CH:17]=[CH:16][CH:15]=1)[C:8]1[CH:9]=[CH:10][CH:11]=[CH:12][CH:13]=1. The yield is 0.860. (3) The reactants are [CH:1]([O:4][C:5]1[CH:13]=[CH:12][C:11]([S:14]([CH3:17])(=[O:16])=[O:15])=[CH:10][C:6]=1[C:7]([OH:9])=O)([CH3:3])[CH3:2].Cl.[CH2:19]([S:21]([C:24]1[S:28][C:27]([N:29]2[CH2:34][CH2:33][NH:32][CH2:31][CH2:30]2)=[N:26][CH:25]=1)(=[O:23])=[O:22])[CH3:20]. No catalyst specified. The product is [CH2:19]([S:21]([C:24]1[S:28][C:27]([N:29]2[CH2:30][CH2:31][N:32]([C:7]([C:6]3[CH:10]=[C:11]([S:14]([CH3:17])(=[O:16])=[O:15])[CH:12]=[CH:13][C:5]=3[O:4][CH:1]([CH3:2])[CH3:3])=[O:9])[CH2:33][CH2:34]2)=[N:26][CH:25]=1)(=[O:23])=[O:22])[CH3:20]. The yield is 0.710. (4) No catalyst specified. The yield is 0.450. The reactants are [CH3:1][N:2]([CH3:32])[C:3]([C:5]1[N:26]([CH:27]2[CH2:31][CH2:30][CH2:29][CH2:28]2)[C:8]2[N:9]=[C:10]([NH:13][C:14]3[CH:19]=[CH:18][C:17]([N:20]4[CH2:25][CH2:24][NH:23][CH2:22][CH2:21]4)=[CH:16][N:15]=3)[N:11]=[CH:12][C:7]=2[CH:6]=1)=[O:4].Br[CH2:34][C:35]([NH2:37])=[O:36]. The product is [CH3:1][N:2]([CH3:32])[C:3]([C:5]1[N:26]([CH:27]2[CH2:31][CH2:30][CH2:29][CH2:28]2)[C:8]2[N:9]=[C:10]([NH:13][C:14]3[CH:19]=[CH:18][C:17]([N:20]4[CH2:21][CH2:22][N:23]([CH2:34][C:35](=[O:36])[NH2:37])[CH2:24][CH2:25]4)=[CH:16][N:15]=3)[N:11]=[CH:12][C:7]=2[CH:6]=1)=[O:4]. (5) The reactants are B1(C)OC(C2C=CC=CC=2)(C2C=CC=CC=2)[C@@H]2N1CCC2.B.CSC.[Br:26][C:27]1[CH:35]=[CH:34][CH:33]=[C:32]2[C:28]=1[CH2:29][CH2:30][C:31]2=[O:36]. The catalyst is C(Cl)Cl. The product is [Br:26][C:27]1[CH:35]=[CH:34][CH:33]=[C:32]2[C:28]=1[CH2:29][CH2:30][C@@H:31]2[OH:36]. The yield is 0.620. (6) The reactants are [C:1]([CH:3]([CH2:7][C:8]1[CH:13]=[CH:12][C:11]([OH:14])=[CH:10][CH:9]=1)[C:4]([OH:6])=[O:5])#[N:2].[CH3:15]S(OCCCCOS(C)(=O)=O)(=O)=O. The catalyst is CO. The product is [C:1]([CH:3]([CH2:7][C:8]1[CH:9]=[CH:10][C:11]([OH:14])=[CH:12][CH:13]=1)[C:4]([O:6][CH3:15])=[O:5])#[N:2]. The yield is 0.558. (7) The reactants are [Cl:1][C:2]1[CH:7]=[C:6]([C:8]2[N:13]=[N:12][C:11](SC)=[N:10][CH:9]=2)[CH:5]=[C:4]([Cl:16])[C:3]=1[OH:17].N/C(=N\NC(=O)C1C=C(Cl)C(O)=C(Cl)C=1)/C(OCC)=O.[CH3:38][O:39][CH:40]([O:49][CH3:50])[C:41]1[CH:46]=[CH:45][C:44]([CH2:47][OH:48])=[CH:43][CH:42]=1.CC(C)([O-])C.[K+].P([O-])([O-])([O-])=O. The catalyst is C1COCC1.ClCCl. The product is [Cl:1][C:2]1[CH:7]=[C:6]([C:8]2[N:13]=[N:12][C:11]([O:48][CH2:47][C:44]3[CH:43]=[CH:42][C:41]([CH:40]([O:39][CH3:38])[O:49][CH3:50])=[CH:46][CH:45]=3)=[N:10][CH:9]=2)[CH:5]=[C:4]([Cl:16])[C:3]=1[OH:17]. The yield is 0.530. (8) The reactants are CC(OI1(OC(C)=O)(OC(C)=O)OC(=O)C2C=CC=CC1=2)=O.[OH:23][CH:24]([C:30]1[CH:35]=[CH:34][C:33]([N:36]2[CH:40]([CH2:41][CH2:42][CH2:43][C:44]3[S:48][C:47]([C:49]([O:51][CH:52]([CH3:54])[CH3:53])=[O:50])=[CH:46][CH:45]=3)[C:39](=[O:55])[NH:38][C:37]2=[O:56])=[CH:32][CH:31]=1)[CH2:25][CH2:26][CH2:27][CH2:28][CH3:29]. The catalyst is C(Cl)Cl. The product is [C:24]([C:30]1[CH:35]=[CH:34][C:33]([N:36]2[CH:40]([CH2:41][CH2:42][CH2:43][C:44]3[S:48][C:47]([C:49]([O:51][CH:52]([CH3:53])[CH3:54])=[O:50])=[CH:46][CH:45]=3)[C:39](=[O:55])[NH:38][C:37]2=[O:56])=[CH:32][CH:31]=1)(=[O:23])[CH2:25][CH2:26][CH2:27][CH2:28][CH3:29]. The yield is 0.560.